From a dataset of Full USPTO retrosynthesis dataset with 1.9M reactions from patents (1976-2016). Predict the reactants needed to synthesize the given product. (1) The reactants are: C([Li])CCC.[CH3:6][O:7][C:8]1[CH:13]=[CH:12][N:11]2[N:14]=[C:15]([C:17]3[CH:22]=[CH:21][CH:20]=[CH:19][CH:18]=3)[CH:16]=[C:10]2[CH:9]=1.[CH3:23][Si:24](Cl)([CH3:26])[CH3:25].[Cl-].[NH4+]. Given the product [CH3:6][O:7][C:8]1[CH:13]=[C:12]([Si:24]([CH3:26])([CH3:25])[CH3:23])[N:11]2[N:14]=[C:15]([C:17]3[CH:18]=[CH:19][CH:20]=[CH:21][CH:22]=3)[CH:16]=[C:10]2[CH:9]=1, predict the reactants needed to synthesize it. (2) Given the product [C:1]([O:5][C:6](=[O:35])[N:7]([CH2:33][CH3:34])[CH2:8][C:9]1[CH:10]=[N:11][CH:12]=[C:13]([C:16]2[CH:17]=[C:18]3[C:22](=[CH:23][CH:24]=2)[N:21]([CH:25]2[CH2:30][CH2:29][CH2:28][CH2:27][O:26]2)[N:20]=[C:19]3[CH:31]=[CH:44][C:45](=[O:47])[CH3:46])[C:14]=1[CH3:15])([CH3:4])([CH3:2])[CH3:3], predict the reactants needed to synthesize it. The reactants are: [C:1]([O:5][C:6](=[O:35])[N:7]([CH2:33][CH3:34])[CH2:8][C:9]1[CH:10]=[N:11][CH:12]=[C:13]([C:16]2[CH:17]=[C:18]3[C:22](=[CH:23][CH:24]=2)[N:21]([CH:25]2[CH2:30][CH2:29][CH2:28][CH2:27][O:26]2)[N:20]=[C:19]3[CH:31]=O)[C:14]=1[CH3:15])([CH3:4])([CH3:3])[CH3:2].C(OP([CH2:44][C:45](=[O:47])[CH3:46])(=O)OCC)C.C(=O)([O-])[O-].[K+].[K+]. (3) The reactants are: [CH2:1]([O:4][C:5]([C:7]1[S:11][C:10]([Cl:12])=[N:9][C:8]=1[C:13]([OH:15])=O)=[O:6])[CH:2]=[CH2:3].N1C(C)=CC=CC=1C.[CH3:24][O:25][CH2:26][CH2:27][NH2:28]. Given the product [Cl:12][C:10]1[S:11][C:7]([C:5]([O:4][CH2:1][CH:2]=[CH2:3])=[O:6])=[C:8]([C:13]([NH:28][CH2:27][CH2:26][O:25][CH3:24])=[O:15])[N:9]=1, predict the reactants needed to synthesize it. (4) Given the product [CH3:16][CH:12]([CH2:13][CH2:14][CH3:15])[CH2:11][O:10][C:7]1[CH:6]=[CH:5][C:4]([C@@H:3]([NH:17][C:18](=[O:24])[O:19][C:20]([CH3:22])([CH3:21])[CH3:23])[CH:2]=[O:1])=[CH:9][CH:8]=1, predict the reactants needed to synthesize it. The reactants are: [OH:1][CH2:2][C@H:3]([NH:17][C:18](=[O:24])[O:19][C:20]([CH3:23])([CH3:22])[CH3:21])[C:4]1[CH:9]=[CH:8][C:7]([O:10][CH2:11][CH:12]([CH3:16])[CH2:13][CH2:14][CH3:15])=[CH:6][CH:5]=1.C(=O)(O)[O-].[Na+].CC(OI1(OC(C)=O)(OC(C)=O)OC(=O)C2C=CC=CC1=2)=O.OS([O-])=O.[Na+].